Dataset: Reaction yield outcomes from USPTO patents with 853,638 reactions. Task: Predict the reaction yield, written as a fraction of the theoretical maximum amount of product (1.0 means a 100% yield; for example, 0.34 means a 34% yield). The reactants are [CH3:1][S:2]([NH:5][C:6]1[CH:21]=[CH:20][C:9]2[NH:10][C:11]([CH2:16][C:17](O)=[O:18])=[N:12][S:13](=[O:15])(=[O:14])[C:8]=2[CH:7]=1)(=[O:4])=[O:3].Cl.CN(C)CCCN=C=NCC.CN1CCOCC1.C(O[C:44]([C@H:46]1[C@@H:51]([NH:52][CH2:53][C:54]2[CH:59]=[CH:58][C:57]([F:60])=[C:56]([Cl:61])[CH:55]=2)[C@H:50]2[CH2:62][C@@H:47]1[CH2:48][CH2:49]2)=[O:45])C.[O-]CC.[Na+].C(O)C. The catalyst is CN(C)C=O. The product is [Cl:61][C:56]1[CH:55]=[C:54]([CH:59]=[CH:58][C:57]=1[F:60])[CH2:53][N:52]1[C:17](=[O:18])[C:16]([C:11]2[NH:10][C:9]3[CH:20]=[CH:21][C:6]([NH:5][S:2]([CH3:1])(=[O:4])=[O:3])=[CH:7][C:8]=3[S:13](=[O:15])(=[O:14])[N:12]=2)=[C:44]([OH:45])[C@H:46]2[C@@H:51]1[C@H:50]1[CH2:62][C@@H:47]2[CH2:48][CH2:49]1. The yield is 0.430.